This data is from NCI-60 drug combinations with 297,098 pairs across 59 cell lines. The task is: Regression. Given two drug SMILES strings and cell line genomic features, predict the synergy score measuring deviation from expected non-interaction effect. (1) Drug 2: CCCCCOC(=O)NC1=NC(=O)N(C=C1F)C2C(C(C(O2)C)O)O. Drug 1: C1CCC(CC1)NC(=O)N(CCCl)N=O. Cell line: NCI-H460. Synergy scores: CSS=13.1, Synergy_ZIP=-5.36, Synergy_Bliss=1.08, Synergy_Loewe=0.586, Synergy_HSA=1.02. (2) Drug 1: CC1OCC2C(O1)C(C(C(O2)OC3C4COC(=O)C4C(C5=CC6=C(C=C35)OCO6)C7=CC(=C(C(=C7)OC)O)OC)O)O. Drug 2: CN(C(=O)NC(C=O)C(C(C(CO)O)O)O)N=O. Cell line: M14. Synergy scores: CSS=3.61, Synergy_ZIP=-6.18, Synergy_Bliss=-5.38, Synergy_Loewe=-5.61, Synergy_HSA=-6.01. (3) Drug 1: C(=O)(N)NO. Drug 2: CC(C)NC(=O)C1=CC=C(C=C1)CNNC.Cl. Cell line: HCC-2998. Synergy scores: CSS=20.6, Synergy_ZIP=-6.46, Synergy_Bliss=-1.85, Synergy_Loewe=-8.63, Synergy_HSA=-3.50. (4) Drug 1: COC1=C2C(=CC3=C1OC=C3)C=CC(=O)O2. Drug 2: CC(C)CN1C=NC2=C1C3=CC=CC=C3N=C2N. Cell line: SNB-75. Synergy scores: CSS=0.799, Synergy_ZIP=0.860, Synergy_Bliss=0.894, Synergy_Loewe=-2.17, Synergy_HSA=-1.54. (5) Drug 1: CS(=O)(=O)C1=CC(=C(C=C1)C(=O)NC2=CC(=C(C=C2)Cl)C3=CC=CC=N3)Cl. Drug 2: CCC1(CC2CC(C3=C(CCN(C2)C1)C4=CC=CC=C4N3)(C5=C(C=C6C(=C5)C78CCN9C7C(C=CC9)(C(C(C8N6C)(C(=O)OC)O)OC(=O)C)CC)OC)C(=O)OC)O.OS(=O)(=O)O. Cell line: T-47D. Synergy scores: CSS=27.2, Synergy_ZIP=-0.242, Synergy_Bliss=6.44, Synergy_Loewe=-11.1, Synergy_HSA=6.29.